Dataset: Peptide-MHC class I binding affinity with 185,985 pairs from IEDB/IMGT. Task: Regression. Given a peptide amino acid sequence and an MHC pseudo amino acid sequence, predict their binding affinity value. This is MHC class I binding data. (1) The peptide sequence is CTWPEASRY. The MHC is HLA-B15:17 with pseudo-sequence HLA-B15:17. The binding affinity (normalized) is 0.699. (2) The peptide sequence is RTDNGGWAH. The MHC is HLA-A80:01 with pseudo-sequence HLA-A80:01. The binding affinity (normalized) is 0.0847. (3) The peptide sequence is IMAYVNQAH. The MHC is HLA-A11:01 with pseudo-sequence HLA-A11:01. The binding affinity (normalized) is 0.0573. (4) The peptide sequence is VLIAGIILL. The MHC is HLA-A68:01 with pseudo-sequence HLA-A68:01. The binding affinity (normalized) is 0.497. (5) The peptide sequence is IGRGKNHAR. The MHC is HLA-B15:01 with pseudo-sequence HLA-B15:01. The binding affinity (normalized) is 0.0847. (6) The binding affinity (normalized) is 0. The MHC is HLA-A02:06 with pseudo-sequence HLA-A02:06. The peptide sequence is VASDVCKKNL.